This data is from Forward reaction prediction with 1.9M reactions from USPTO patents (1976-2016). The task is: Predict the product of the given reaction. (1) Given the reactants Cl[C:2]1[CH:7]=[C:6]([O:8][CH3:9])[C:5]([N+:10]([O-:12])=[O:11])=[CH:4][N:3]=1.[S:13]1[CH:17]=[CH:16][CH:15]=[C:14]1B(O)O.C(=O)([O-])[O-].[Cs+].[Cs+], predict the reaction product. The product is: [CH3:9][O:8][C:6]1[C:5]([N+:10]([O-:12])=[O:11])=[CH:4][N:3]=[C:2]([C:14]2[S:13][CH:17]=[CH:16][CH:15]=2)[CH:7]=1. (2) Given the reactants [CH3:1][C:2]1[C:7]([CH:8]([CH3:10])[CH3:9])=[C:6]([N:11]2[CH2:17][C:16]3[CH:18]=[C:19]([C:22]4[CH:31]=[CH:30][C:25]5[NH:26][C:27]([CH3:29])=[N:28][C:24]=5[CH:23]=4)[CH:20]=[CH:21][C:15]=3[O:14][CH2:13][CH2:12]2)[N:5]=[C:4]([NH:32][CH:33]2[CH2:36][N:35](C(OC(C)(C)C)=O)[CH2:34]2)[N:3]=1.[ClH:44].O1CCOCC1, predict the reaction product. The product is: [ClH:44].[ClH:44].[NH:35]1[CH2:36][CH:33]([NH:32][C:4]2[N:3]=[C:2]([CH3:1])[C:7]([CH:8]([CH3:10])[CH3:9])=[C:6]([N:11]3[CH2:17][C:16]4[CH:18]=[C:19]([C:22]5[CH:31]=[CH:30][C:25]6[NH:26][C:27]([CH3:29])=[N:28][C:24]=6[CH:23]=5)[CH:20]=[CH:21][C:15]=4[O:14][CH2:13][CH2:12]3)[N:5]=2)[CH2:34]1.